Task: Predict the reactants needed to synthesize the given product.. Dataset: Full USPTO retrosynthesis dataset with 1.9M reactions from patents (1976-2016) (1) Given the product [CH:17]1([N:16]2[C:15]3[C:14]4[CH:13]=[CH:12][CH:11]=[C:10]([O:22][CH3:23])[C:9]=4[N:8]=[CH:7][C:6]=3[C:4](=[O:5])[N:24]([C:27]3[CH:28]=[C:29]([CH:32]=[CH:33][CH:34]=3)[C:30]#[N:31])[C:25]2=[O:26])[CH2:18][CH2:19][CH2:20][CH2:21]1, predict the reactants needed to synthesize it. The reactants are: C(O[C:4]([C:6]1[CH:7]=[N:8][C:9]2[C:14]([C:15]=1[NH:16][CH:17]1[CH2:21][CH2:20][CH2:19][CH2:18]1)=[CH:13][CH:12]=[CH:11][C:10]=2[O:22][CH3:23])=[O:5])C.[N:24]([C:27]1[CH:28]=[C:29]([CH:32]=[CH:33][CH:34]=1)[C:30]#[N:31])=[C:25]=[O:26]. (2) Given the product [NH2:8][C@H:9]1[CH2:15][CH2:14][C@@H:13]([O:16][Si:17]([C:20]([CH3:22])([CH3:21])[CH3:23])([CH3:18])[CH3:19])[CH2:12][NH:11][C:10]1=[O:24], predict the reactants needed to synthesize it. The reactants are: C(OC([NH:8][C@H:9]1[CH2:15][CH2:14][C@@H:13]([O:16][Si:17]([C:20]([CH3:23])([CH3:22])[CH3:21])([CH3:19])[CH3:18])[CH2:12][NH:11][C:10]1=[O:24])=O)(C)(C)C.C[Si](I)(C)C.O. (3) Given the product [NH2:1][CH2:2][C:3]1[CH:4]=[C:5]2[C:11]([C:12]3[CH:13]=[C:14]([NH:18][CH:19]([CH:28]([CH3:30])[CH3:29])[C:20]([NH:22][CH2:23][C:24]([F:25])([F:26])[F:27])=[O:21])[CH:15]=[N:16][CH:17]=3)=[CH:10][NH:9][C:6]2=[N:7][CH:8]=1, predict the reactants needed to synthesize it. The reactants are: [NH2:1][CH2:2][C:3]1[CH:4]=[C:5]2[C:11]([C:12]3[CH:13]=[C:14]([NH:18][CH:19]([CH:28]([CH3:30])[CH3:29])[C:20]([NH:22][CH2:23][C:24]([F:27])([F:26])[F:25])=[O:21])[CH:15]=[N:16][CH:17]=3)=[CH:10][N:9](COCC[Si](C)(C)C)[C:6]2=[N:7][CH:8]=1.C(O)(C(F)(F)F)=O.[OH-].[Na+].C(N)CN. (4) Given the product [C:1]([C:3]1[C:7]2[CH:8]=[C:9]([O:12][CH3:13])[CH:10]=[CH:11][C:6]=2[O:5][C:4]=1[CH:14]([NH:21][C:22]1[CH:30]=[CH:29][C:25]([C:66]([N:65]([CH3:68])[CH2:64][CH2:34][C:35]([O:37][CH2:38][CH3:39])=[O:36])=[O:67])=[CH:24][CH:23]=1)[CH:15]1[CH2:20][CH2:19][CH2:18][CH2:17][CH2:16]1)#[N:2], predict the reactants needed to synthesize it. The reactants are: [C:1]([C:3]1[C:7]2[CH:8]=[C:9]([O:12][CH3:13])[CH:10]=[CH:11][C:6]=2[O:5][C:4]=1[CH:14]([NH:21][C:22]1[CH:30]=[CH:29][C:25](C(O)=O)=[CH:24][CH:23]=1)[CH:15]1[CH2:20][CH2:19][CH2:18][CH2:17][CH2:16]1)#[N:2].CNC[CH2:34][C:35]([O:37][CH2:38][CH3:39])=[O:36].O.ON1C2C=CC=CC=2N=N1.Cl.C(N=C=NCCCN(C)C)C.Cl.[CH3:64][N:65]([CH3:68])[CH:66]=[O:67]. (5) Given the product [I-:1].[CH2:30]([O:29][C:27]([C:26]1[CH:25]=[C:24]([NH:23][CH:11]([C:8]2[CH:9]=[N:10][C:5]([O:4][CH3:3])=[CH:6][CH:7]=2)[C:12]([O:13][C@@H:14]2[CH:19]3[CH2:20][CH2:21][N+:16]([CH3:2])([CH2:17][CH2:18]3)[CH2:15]2)=[O:22])[CH:34]=[CH:33][CH:32]=1)=[O:28])[CH3:31], predict the reactants needed to synthesize it. The reactants are: [I:1][CH3:2].[CH3:3][O:4][C:5]1[N:10]=[CH:9][C:8]([CH:11]([NH:23][C:24]2[CH:25]=[C:26]([CH:32]=[CH:33][CH:34]=2)[C:27]([O:29][CH2:30][CH3:31])=[O:28])[C:12](=[O:22])[O:13][C@@H:14]2[CH:19]3[CH2:20][CH2:21][N:16]([CH2:17][CH2:18]3)[CH2:15]2)=[CH:7][CH:6]=1.